This data is from NCI-60 drug combinations with 297,098 pairs across 59 cell lines. The task is: Regression. Given two drug SMILES strings and cell line genomic features, predict the synergy score measuring deviation from expected non-interaction effect. (1) Drug 1: C1=CC(=CC=C1CC(C(=O)O)N)N(CCCl)CCCl.Cl. Drug 2: C(CC(=O)O)C(=O)CN.Cl. Cell line: SK-MEL-28. Synergy scores: CSS=8.95, Synergy_ZIP=-3.83, Synergy_Bliss=-4.02, Synergy_Loewe=-8.61, Synergy_HSA=-6.56. (2) Drug 1: CCN(CC)CCNC(=O)C1=C(NC(=C1C)C=C2C3=C(C=CC(=C3)F)NC2=O)C. Drug 2: COC1=C2C(=CC3=C1OC=C3)C=CC(=O)O2. Cell line: UO-31. Synergy scores: CSS=-6.23, Synergy_ZIP=2.36, Synergy_Bliss=-1.74, Synergy_Loewe=-2.12, Synergy_HSA=-5.29. (3) Drug 1: CCCCCOC(=O)NC1=NC(=O)N(C=C1F)C2C(C(C(O2)C)O)O. Drug 2: C1CN(CCN1C(=O)CCBr)C(=O)CCBr. Cell line: RPMI-8226. Synergy scores: CSS=21.7, Synergy_ZIP=-6.40, Synergy_Bliss=-1.42, Synergy_Loewe=2.44, Synergy_HSA=2.44. (4) Drug 1: CCC1(CC2CC(C3=C(CCN(C2)C1)C4=CC=CC=C4N3)(C5=C(C=C6C(=C5)C78CCN9C7C(C=CC9)(C(C(C8N6C=O)(C(=O)OC)O)OC(=O)C)CC)OC)C(=O)OC)O.OS(=O)(=O)O. Drug 2: COC1=NC(=NC2=C1N=CN2C3C(C(C(O3)CO)O)O)N. Cell line: TK-10. Synergy scores: CSS=4.49, Synergy_ZIP=-3.75, Synergy_Bliss=-6.30, Synergy_Loewe=-0.0927, Synergy_HSA=-2.13. (5) Drug 1: C1CN1C2=NC(=NC(=N2)N3CC3)N4CC4. Drug 2: CC1C(C(CC(O1)OC2CC(OC(C2O)C)OC3=CC4=CC5=C(C(=O)C(C(C5)C(C(=O)C(C(C)O)O)OC)OC6CC(C(C(O6)C)O)OC7CC(C(C(O7)C)O)OC8CC(C(C(O8)C)O)(C)O)C(=C4C(=C3C)O)O)O)O. Cell line: EKVX. Synergy scores: CSS=45.1, Synergy_ZIP=0.487, Synergy_Bliss=5.03, Synergy_Loewe=-10.4, Synergy_HSA=3.12. (6) Drug 1: CC1C(C(CC(O1)OC2CC(CC3=C2C(=C4C(=C3O)C(=O)C5=C(C4=O)C(=CC=C5)OC)O)(C(=O)CO)O)N)O.Cl. Drug 2: C1=CC(=CC=C1CC(C(=O)O)N)N(CCCl)CCCl.Cl. Cell line: HS 578T. Synergy scores: CSS=24.1, Synergy_ZIP=-2.56, Synergy_Bliss=4.20, Synergy_Loewe=-3.67, Synergy_HSA=4.95. (7) Synergy scores: CSS=36.1, Synergy_ZIP=4.47, Synergy_Bliss=7.02, Synergy_Loewe=-0.335, Synergy_HSA=9.00. Drug 2: C1C(C(OC1N2C=C(C(=O)NC2=O)F)CO)O. Cell line: MCF7. Drug 1: CNC(=O)C1=CC=CC=C1SC2=CC3=C(C=C2)C(=NN3)C=CC4=CC=CC=N4.